This data is from Forward reaction prediction with 1.9M reactions from USPTO patents (1976-2016). The task is: Predict the product of the given reaction. (1) Given the reactants [CH2:1]([O:8][C:9]1[CH:10]=[C:11]([CH:13]=[CH:14][CH:15]=1)[NH2:12])[C:2]1[CH:7]=[CH:6][CH:5]=[CH:4][CH:3]=1.[CH3:16][C:17]1([CH3:25])[O:24][C:22](=[O:23])[CH2:21][C:19](=[O:20])[O:18]1.[CH:26]([O-])([O-])OCC, predict the reaction product. The product is: [CH2:1]([O:8][C:9]1[CH:10]=[C:11](/[N:12]=[CH:26]/[CH:21]2[C:22](=[O:23])[O:24][C:17]([CH3:25])([CH3:16])[O:18][C:19]2=[O:20])[CH:13]=[CH:14][CH:15]=1)[C:2]1[CH:3]=[CH:4][CH:5]=[CH:6][CH:7]=1. (2) Given the reactants [Cl:1][C:2]1[CH:7]=[C:6]([Cl:8])[CH:5]=[CH:4][C:3]=1[C:9]1[CH:14]=[CH:13][C:12]([S:15]([NH:18][C:19]2[CH:20]=[C:21]([CH:27]=[CH:28][CH:29]=2)[C:22]([O:24]CC)=[O:23])(=[O:17])=[O:16])=[CH:11][CH:10]=1.[OH-].[Na+].Cl, predict the reaction product. The product is: [Cl:1][C:2]1[CH:7]=[C:6]([Cl:8])[CH:5]=[CH:4][C:3]=1[C:9]1[CH:10]=[CH:11][C:12]([S:15]([NH:18][C:19]2[CH:20]=[C:21]([CH:27]=[CH:28][CH:29]=2)[C:22]([OH:24])=[O:23])(=[O:16])=[O:17])=[CH:13][CH:14]=1. (3) The product is: [NH2:43][C:25](=[O:27])[CH2:24][CH2:23][C:21]1[N:22]=[C:17]2[CH:16]=[CH:15][C:14]([CH:11]3[CH2:12][CH2:13][N:8]([C:6]([O:5][C:1]([CH3:3])([CH3:2])[CH3:4])=[O:7])[CH2:9][CH2:10]3)=[CH:19][N:18]2[C:20]=1[N:28]([C:30]1[S:31][CH:32]=[C:33]([C:35]2[CH:40]=[CH:39][C:38]([F:41])=[CH:37][CH:36]=2)[N:34]=1)[CH3:29]. Given the reactants [C:1]([O:5][C:6]([N:8]1[CH2:13][CH2:12][CH:11]([C:14]2[CH:15]=[CH:16][C:17]3[N:18]([C:20]([N:28]([C:30]4[S:31][CH:32]=[C:33]([C:35]5[CH:40]=[CH:39][C:38]([F:41])=[CH:37][CH:36]=5)[N:34]=4)[CH3:29])=[C:21]([CH2:23][CH2:24][C:25]([OH:27])=O)[N:22]=3)[CH:19]=2)[CH2:10][CH2:9]1)=[O:7])([CH3:4])([CH3:3])[CH3:2].[Cl-].[NH4+:43], predict the reaction product. (4) Given the reactants C[Si](C)(C)[N:3]([CH2:8][CH2:9][N:10]([CH3:12])[CH3:11])[Si](C)(C)C.[CH3:15][N:16]([CH2:18][CH2:19][NH:20][C:21]([CH3:26])=[CH:22][C:23](=O)[CH3:24])[CH3:17].FC(F)(F)C(F)(F)C(O)=O.CC(C)([O-])C.[Na+], predict the reaction product. The product is: [CH3:11][N:10]([CH2:9][CH2:8][NH:3][C:23](=[CH:22][C:21](=[N:20][CH2:19][CH2:18][N:16]([CH3:15])[CH3:17])[CH3:26])[CH3:24])[CH3:12]. (5) Given the reactants [Cl:1][C:2]1[CH:7]=[CH:6][CH:5]=[C:4]([F:8])[C:3]=1[NH:9][C:10]1[NH:11][C:12]2[C:18]3[CH2:19][C:20]([CH3:23])([CH3:22])[O:21][C:17]=3[C:16]([C:24]([OH:26])=O)=[CH:15][C:13]=2[N:14]=1.S(Cl)(Cl)=O.[F:31][C:32]1[CH:38]=[C:37]([CH3:39])[CH:36]=[CH:35][C:33]=1[NH2:34].CCN(C(C)C)C(C)C, predict the reaction product. The product is: [Cl:1][C:2]1[CH:7]=[CH:6][CH:5]=[C:4]([F:8])[C:3]=1[NH:9][C:10]1[NH:11][C:12]2[C:18]3[CH2:19][C:20]([CH3:22])([CH3:23])[O:21][C:17]=3[C:16]([C:24]([NH:34][C:33]3[CH:35]=[CH:36][C:37]([CH3:39])=[CH:38][C:32]=3[F:31])=[O:26])=[CH:15][C:13]=2[N:14]=1.